From a dataset of Reaction yield outcomes from USPTO patents with 853,638 reactions. Predict the reaction yield, written as a fraction of the theoretical maximum amount of product (1.0 means a 100% yield; for example, 0.34 means a 34% yield). (1) The reactants are [F:1][C:2]1[CH:28]=[C:27]([N+:29]([O-])=O)[CH:26]=[CH:25][C:3]=1[O:4][C:5]1[N:10]=[CH:9][N:8]=[C:7]([NH:11][C:12]([N:14]2[CH2:19][CH2:18][N:17]([CH:20]3[CH2:23][N:22]([CH3:24])[CH2:21]3)[CH2:16][CH2:15]2)=[O:13])[CH:6]=1. The catalyst is O1CCCC1.[OH-].[Pd+2].[OH-]. The product is [NH2:29][C:27]1[CH:26]=[CH:25][C:3]([O:4][C:5]2[N:10]=[CH:9][N:8]=[C:7]([NH:11][C:12]([N:14]3[CH2:15][CH2:16][N:17]([CH:20]4[CH2:23][N:22]([CH3:24])[CH2:21]4)[CH2:18][CH2:19]3)=[O:13])[CH:6]=2)=[C:2]([F:1])[CH:28]=1. The yield is 0.642. (2) The reactants are [CH2:1]([OH:7])[CH2:2][CH2:3][C@@H:4]([OH:6])[CH3:5].C(N(CC)CC)C.[CH3:15][S:16](Cl)(=[O:18])=[O:17]. The catalyst is C(OCC)(=O)C. The product is [CH3:15][S:16]([O:7][CH2:1][CH2:2][CH2:3][C@@H:4]([O:6][S:16]([CH3:15])(=[O:18])=[O:17])[CH3:5])(=[O:18])=[O:17]. The yield is 0.980. (3) The reactants are [C:1]([O:5][C:6]([NH:8][CH2:9][C:10]1[CH:15]=[CH:14][C:13](B(O)O)=[CH:12][CH:11]=1)=[O:7])([CH3:4])([CH3:3])[CH3:2].Br[C:20]1[CH:21]=[CH:22][C:23]2[O:27][C:26](=[O:28])[NH:25][C:24]=2[CH:29]=1.C(=O)([O-])[O-].[Na+].[Na+].ClCCl. The catalyst is CN(C=O)C.O. The product is [O:28]=[C:26]1[NH:25][C:24]2[CH:29]=[C:20]([C:13]3[CH:14]=[CH:15][C:10]([CH2:9][NH:8][C:6](=[O:7])[O:5][C:1]([CH3:4])([CH3:3])[CH3:2])=[CH:11][CH:12]=3)[CH:21]=[CH:22][C:23]=2[O:27]1. The yield is 0.370. (4) The reactants are [C:1]([O:5][C:6]([NH:8][CH2:9][C:10]1[C:11]([CH2:27][CH:28]([CH3:30])[CH3:29])=[N:12][C:13]([CH3:26])=[C:14]([C:18]=1[C:19]1[CH:24]=[CH:23][C:22]([CH3:25])=[CH:21][CH:20]=1)[C:15]([OH:17])=[O:16])=[O:7])([CH3:4])([CH3:3])[CH3:2].Cl[CH:32]1[C:36]2[CH:37]=[CH:38][CH:39]=[CH:40][C:35]=2[C:34](=[O:41])[O:33]1.C(=O)([O-])[O-].[K+].[K+]. The catalyst is CN(C)C=O.C(OCC)(=O)C. The product is [C:1]([O:5][C:6]([NH:8][CH2:9][C:10]1[C:11]([CH2:27][CH:28]([CH3:30])[CH3:29])=[N:12][C:13]([CH3:26])=[C:14]([C:18]=1[C:19]1[CH:24]=[CH:23][C:22]([CH3:25])=[CH:21][CH:20]=1)[C:15]([O:17][CH:32]1[C:36]2[CH:37]=[CH:38][CH:39]=[CH:40][C:35]=2[C:34](=[O:41])[O:33]1)=[O:16])=[O:7])([CH3:4])([CH3:3])[CH3:2]. The yield is 0.990. (5) The reactants are [CH3:1][C:2]([C:13]1[CH:18]=[CH:17][C:16]([N+:19]([O-])=O)=[CH:15][CH:14]=1)([CH3:12])[CH2:3][NH:4][C:5](=[O:11])[O:6][C:7]([CH3:10])([CH3:9])[CH3:8].C([O-])=O.[NH4+]. The catalyst is CCO.[Pd]. The product is [CH3:12][C:2]([C:13]1[CH:18]=[CH:17][C:16]([NH2:19])=[CH:15][CH:14]=1)([CH3:1])[CH2:3][NH:4][C:5](=[O:11])[O:6][C:7]([CH3:8])([CH3:9])[CH3:10]. The yield is 0.830. (6) The reactants are [Br:1][C:2]1[CH:3]=[C:4]2[C:9](=[CH:10][CH:11]=1)[C:8](=[O:12])[NH:7][C:6](=[O:13])[CH2:5]2.[CH:14](OC)(OC)[O:15][CH3:16].C(OC(=O)C)(=O)C. The catalyst is CN(C)C=O. The product is [Br:1][C:2]1[CH:3]=[C:4]2[C:9](=[CH:10][CH:11]=1)[C:8](=[O:12])[NH:7][C:6](=[O:13])[C:5]2=[CH:14][O:15][CH3:16]. The yield is 0.770. (7) The reactants are [CH3:1][O:2][C:3](=[O:35])[NH:4][CH:5]([C:9]([N:11]1[CH2:15][C:14](F)(F)[CH2:13][CH:12]1[C:18]1[NH:19][C:20]([C:23]2[CH:28]=[CH:27][C:26]([C:29]#[C:30][Si](C)(C)C)=[CH:25][CH:24]=2)=[CH:21][N:22]=1)=[O:10])[CH:6]([CH3:8])[CH3:7].C([O-])([O-])=O.[K+].[K+]. The catalyst is CO. The product is [CH3:1][O:2][C:3](=[O:35])[NH:4][CH:5]([C:9]([N:11]1[CH2:15][CH2:14][CH2:13][CH:12]1[C:18]1[NH:19][C:20]([C:23]2[CH:28]=[CH:27][C:26]([C:29]#[CH:30])=[CH:25][CH:24]=2)=[CH:21][N:22]=1)=[O:10])[CH:6]([CH3:8])[CH3:7]. The yield is 1.00. (8) The reactants are [F:1][C:2]1[CH:7]=[CH:6][CH:5]=[CH:4][C:3]=1[N:8]1[C:16]2[C:11](=[C:12]([N:17]3[CH2:24][C@@H:23]4[C@@H:19]([CH2:20][N:21]([C@@H](C5C=CC=CC=5)C)[CH2:22]4)[C:18]3=[O:33])[CH:13]=[CH:14][CH:15]=2)[CH:10]=[N:9]1. The catalyst is [OH-].[OH-].[Pd+2].C(O)C. The product is [F:1][C:2]1[CH:7]=[CH:6][CH:5]=[CH:4][C:3]=1[N:8]1[C:16]2[C:11](=[C:12]([N:17]3[CH2:24][C@@H:23]4[C@@H:19]([CH2:20][NH:21][CH2:22]4)[C:18]3=[O:33])[CH:13]=[CH:14][CH:15]=2)[CH:10]=[N:9]1. The yield is 0.940.